Dataset: NCI-60 drug combinations with 297,098 pairs across 59 cell lines. Task: Regression. Given two drug SMILES strings and cell line genomic features, predict the synergy score measuring deviation from expected non-interaction effect. Drug 1: CCC(=C(C1=CC=CC=C1)C2=CC=C(C=C2)OCCN(C)C)C3=CC=CC=C3.C(C(=O)O)C(CC(=O)O)(C(=O)O)O. Drug 2: CC1=C(C(=O)C2=C(C1=O)N3CC4C(C3(C2COC(=O)N)OC)N4)N. Cell line: NCIH23. Synergy scores: CSS=40.0, Synergy_ZIP=-0.417, Synergy_Bliss=-1.74, Synergy_Loewe=-33.7, Synergy_HSA=-1.67.